Regression. Given two drug SMILES strings and cell line genomic features, predict the synergy score measuring deviation from expected non-interaction effect. From a dataset of NCI-60 drug combinations with 297,098 pairs across 59 cell lines. (1) Drug 1: CC1=CC2C(CCC3(C2CCC3(C(=O)C)OC(=O)C)C)C4(C1=CC(=O)CC4)C. Drug 2: CN1C2=C(C=C(C=C2)N(CCCl)CCCl)N=C1CCCC(=O)O.Cl. Cell line: SF-268. Synergy scores: CSS=2.39, Synergy_ZIP=1.13, Synergy_Bliss=1.50, Synergy_Loewe=-6.71, Synergy_HSA=-4.25. (2) Drug 1: C1CCC(CC1)NC(=O)N(CCCl)N=O. Cell line: MDA-MB-231. Drug 2: CC1=C(C(=O)C2=C(C1=O)N3CC4C(C3(C2COC(=O)N)OC)N4)N. Synergy scores: CSS=19.3, Synergy_ZIP=-5.21, Synergy_Bliss=1.77, Synergy_Loewe=-19.2, Synergy_HSA=3.56. (3) Synergy scores: CSS=56.8, Synergy_ZIP=-1.15, Synergy_Bliss=0.666, Synergy_Loewe=-6.48, Synergy_HSA=-2.33. Drug 1: C1C(C(OC1N2C=NC3=C(N=C(N=C32)Cl)N)CO)O. Cell line: NCIH23. Drug 2: CC1CCC2CC(C(=CC=CC=CC(CC(C(=O)C(C(C(=CC(C(=O)CC(OC(=O)C3CCCCN3C(=O)C(=O)C1(O2)O)C(C)CC4CCC(C(C4)OC)O)C)C)O)OC)C)C)C)OC. (4) Drug 1: CC1=C2C(C(=O)C3(C(CC4C(C3C(C(C2(C)C)(CC1OC(=O)C(C(C5=CC=CC=C5)NC(=O)OC(C)(C)C)O)O)OC(=O)C6=CC=CC=C6)(CO4)OC(=O)C)OC)C)OC. Drug 2: CC1=C(C(=CC=C1)Cl)NC(=O)C2=CN=C(S2)NC3=CC(=NC(=N3)C)N4CCN(CC4)CCO. Cell line: U251. Synergy scores: CSS=32.6, Synergy_ZIP=0.967, Synergy_Bliss=-1.75, Synergy_Loewe=-25.8, Synergy_HSA=-2.30. (5) Drug 1: C1=C(C(=O)NC(=O)N1)F. Drug 2: CC(C)CN1C=NC2=C1C3=CC=CC=C3N=C2N. Cell line: ACHN. Synergy scores: CSS=42.7, Synergy_ZIP=5.99, Synergy_Bliss=3.15, Synergy_Loewe=2.67, Synergy_HSA=3.74. (6) Drug 1: CN(C)N=NC1=C(NC=N1)C(=O)N. Drug 2: C(=O)(N)NO. Cell line: SNB-75. Synergy scores: CSS=0.813, Synergy_ZIP=0.132, Synergy_Bliss=0.710, Synergy_Loewe=-0.542, Synergy_HSA=-1.04. (7) Drug 1: C1=CC(=CC=C1CCC2=CNC3=C2C(=O)NC(=N3)N)C(=O)NC(CCC(=O)O)C(=O)O. Drug 2: C1CN(CCN1C(=O)CCBr)C(=O)CCBr. Cell line: K-562. Synergy scores: CSS=51.2, Synergy_ZIP=-1.13, Synergy_Bliss=-1.28, Synergy_Loewe=-4.49, Synergy_HSA=1.42.